Dataset: Forward reaction prediction with 1.9M reactions from USPTO patents (1976-2016). Task: Predict the product of the given reaction. (1) Given the reactants [CH3:1][O:2][C:3]1[CH:4]=[C:5]2[C:10](=[CH:11][C:12]=1[O:13][CH3:14])[N:9]=[CH:8][CH:7]=[C:6]2[O:15][C:16]1[CH:21]=[CH:20][C:19]([NH:22][C:23](=O)[CH2:24][O:25][C:26]2[CH:31]=[CH:30][CH:29]=[CH:28][CH:27]=2)=[CH:18][CH:17]=1.Cl.[OH-].[Na+], predict the reaction product. The product is: [CH3:1][O:2][C:3]1[CH:4]=[C:5]2[C:10](=[CH:11][C:12]=1[O:13][CH3:14])[N:9]=[CH:8][CH:7]=[C:6]2[O:15][C:16]1[CH:21]=[CH:20][C:19]([NH:22][CH2:23][CH2:24][O:25][C:26]2[CH:31]=[CH:30][CH:29]=[CH:28][CH:27]=2)=[CH:18][CH:17]=1. (2) The product is: [O:12]=[C:7]1[NH:8][C:9]2[N:10]=[CH:11][C:2](/[CH:15]=[CH:14]/[C:13]([O:17][C:18]([CH3:21])([CH3:20])[CH3:19])=[O:16])=[CH:3][C:4]=2[CH:5]=[CH:6]1. Given the reactants Br[C:2]1[CH:3]=[C:4]2[C:9](=[N:10][CH:11]=1)[NH:8][C:7](=[O:12])[CH:6]=[CH:5]2.[C:13]([O:17][C:18]([CH3:21])([CH3:20])[CH3:19])(=[O:16])[CH:14]=[CH2:15].C(N(C(C)C)C(C)C)C.CC1C=CC=CC=1P(C1C=CC=CC=1C)C1C=CC=CC=1C, predict the reaction product. (3) Given the reactants P(Cl)(Cl)([Cl:3])=O.[Cl:6][C:7]1[CH:8]=[CH:9][C:10]2[NH:16][C:15](=O)[C:14]3=[CH:18][C:19]([CH3:21])=[CH:20][N:13]3[CH2:12][C:11]=2[CH:22]=1, predict the reaction product. The product is: [Cl:6][C:7]1[CH:8]=[CH:9][C:10]2[N:16]=[C:15]([Cl:3])[C:14]3=[CH:18][C:19]([CH3:21])=[CH:20][N:13]3[CH2:12][C:11]=2[CH:22]=1. (4) Given the reactants [F:1][C:2]1[CH:7]=[CH:6][C:5]([N:8]2[CH2:13][CH2:12][N:11](C(OC(C)(C)C)=O)[CH2:10][CH2:9]2)=[C:4]([CH:21]=[O:22])[CH:3]=1.[ClH:23].O1CCOCC1, predict the reaction product. The product is: [ClH:23].[ClH:23].[F:1][C:2]1[CH:7]=[CH:6][C:5]([N:8]2[CH2:13][CH2:12][NH:11][CH2:10][CH2:9]2)=[C:4]([CH:21]=[O:22])[CH:3]=1. (5) Given the reactants [Cl:1][C:2]1[CH:10]=[CH:9][C:5]([CH2:6][C:7]#[N:8])=[C:4](C)[CH:3]=1.[Cl:12][C:13]1[C:14]([F:21])=[C:15]([CH:18]=[CH:19][CH:20]=1)[CH:16]=O.[CH3:22][O-].[Na+], predict the reaction product. The product is: [Cl:12][C:13]1[C:14]([F:21])=[C:15](/[CH:16]=[C:6](/[C:5]2[CH:4]=[CH:3][C:2]([Cl:1])=[C:10]([CH3:22])[CH:9]=2)\[C:7]#[N:8])[CH:18]=[CH:19][CH:20]=1. (6) The product is: [C:8]12([O:7][CH2:6][C:5]3[C:4]([Cl:21])=[CH:3][C:2]([C:37]([NH:26][S:23]([CH3:22])(=[O:25])=[O:24])=[O:55])=[C:19]([F:20])[CH:18]=3)[CH2:17][CH:12]3[CH2:13][CH:14]([CH2:16][CH:10]([CH2:11]3)[CH2:9]1)[CH2:15]2. Given the reactants Br[C:2]1[C:19]([F:20])=[CH:18][C:5]([CH2:6][O:7][C:8]23[CH2:17][CH:12]4[CH2:13][CH:14]([CH2:16][CH:10]([CH2:11]4)[CH2:9]2)[CH2:15]3)=[C:4]([Cl:21])[CH:3]=1.[CH3:22][S:23]([NH2:26])(=[O:25])=[O:24].C(N(CC)CC)C.CC1(C)C2C(=C(P(C3C=CC=CC=3)C3C=CC=CC=3)C=CC=2)[O:55][C:37]2C(P(C3C=CC=CC=3)C3C=CC=CC=3)=CC=CC1=2, predict the reaction product.